Task: Predict the reaction yield, written as a fraction of the theoretical maximum amount of product (1.0 means a 100% yield; for example, 0.34 means a 34% yield).. Dataset: Reaction yield outcomes from USPTO patents with 853,638 reactions (1) The reactants are C1(OC(=O)[N:9]([C:19]2[CH:24]=[C:23]([O:25][C:26]3[CH:31]=[CH:30][C:29]([NH:32][C:33]([C:35]4([C:38](=[O:47])[NH:39][C:40]5[CH:45]=[CH:44][C:43]([F:46])=[CH:42][CH:41]=5)[CH2:37][CH2:36]4)=[O:34])=[CH:28][C:27]=3[F:48])[CH:22]=[CH:21][N:20]=2)[C:10](OC2C=CC=CC=2)=[O:11])C=CC=CC=1.[CH3:50][N:51]1[CH2:56][CH2:55][N:54]([CH:57]2[CH2:62][CH2:61][NH:60][CH2:59][CH2:58]2)[CH2:53][CH2:52]1. The catalyst is CN(C)C=O. The product is [F:48][C:27]1[CH:28]=[C:29]([NH:32][C:33]([C:35]2([C:38]([NH:39][C:40]3[CH:41]=[CH:42][C:43]([F:46])=[CH:44][CH:45]=3)=[O:47])[CH2:36][CH2:37]2)=[O:34])[CH:30]=[CH:31][C:26]=1[O:25][C:23]1[CH:22]=[CH:21][N:20]=[C:19]([NH:9][C:10]([N:60]2[CH2:59][CH2:58][CH:57]([N:54]3[CH2:53][CH2:52][N:51]([CH3:50])[CH2:56][CH2:55]3)[CH2:62][CH2:61]2)=[O:11])[CH:24]=1. The yield is 0.950. (2) The reactants are [F:1][C:2]1[CH:3]=[C:4]([C:24]2[CH:25]=[C:26]([NH:33][C:34]3[CH:39]=[CH:38][C:37]([N:40]4[CH2:45][CH2:44][N:43]([CH3:46])[CH2:42][CH2:41]4)=[CH:36][N:35]=3)[C:27]3[N:28]([CH:30]=[CH:31][N:32]=3)[CH:29]=2)[C:5]([CH2:22][OH:23])=[C:6]([N:8]2[CH2:20][CH2:19]N3[C:12]4[CH2:13][CH2:14][CH2:15][CH2:16][C:17]=4[CH:18]=[C:10]3[C:9]2=[O:21])[CH:7]=1.C(OCC1C(N2CCC3C4CCCCC=4[S:66]C=3C2=O)=CC(F)=CC=1B1OC(C)(C)C(C)(C)O1)(=O)C.ClC1C=C(NC2C=CC(N3CCN(C)CC3)=CN=2)C2N(C=CN=2)C=1. No catalyst specified. The product is [F:1][C:2]1[CH:3]=[C:4]([C:24]2[CH:25]=[C:26]([NH:33][C:34]3[CH:39]=[CH:38][C:37]([N:40]4[CH2:45][CH2:44][N:43]([CH3:46])[CH2:42][CH2:41]4)=[CH:36][N:35]=3)[C:27]3[N:28]([CH:30]=[CH:31][N:32]=3)[CH:29]=2)[C:5]([CH2:22][OH:23])=[C:6]([N:8]2[C:9](=[O:21])[C:10]3[S:66][C:12]4[CH2:13][CH2:14][CH2:15][CH2:16][C:17]=4[C:18]=3[CH2:19][CH2:20]2)[CH:7]=1. The yield is 0.350. (3) The reactants are CC(C[AlH]CC(C)C)C.[CH2:10]([O:17][C:18]1[CH:23]=[CH:22][C:21]([C:24]2([C:27]#N)[CH2:26][CH2:25]2)=[CH:20][C:19]=1[O:29][CH3:30])[C:11]1[CH:16]=[CH:15][CH:14]=[CH:13][CH:12]=1.Cl.C1C[O:35]CC1. No catalyst specified. The product is [CH2:10]([O:17][C:18]1[CH:23]=[CH:22][C:21]([C:24]2([CH:27]=[O:35])[CH2:26][CH2:25]2)=[CH:20][C:19]=1[O:29][CH3:30])[C:11]1[CH:16]=[CH:15][CH:14]=[CH:13][CH:12]=1. The yield is 0.880. (4) The reactants are [CH2:1]([O:3][C:4](=[O:32])[CH2:5][N:6]([C@@H:20]1[CH2:26][CH2:25][CH2:24][CH2:23][CH:22](OS(C)(=O)=O)[CH2:21]1)[S:7]([C:10]1[CH:19]=[CH:18][C:17]2[C:12](=[CH:13][CH:14]=[CH:15][CH:16]=2)[CH:11]=1)(=[O:9])=[O:8])[CH3:2].C(=O)([O-])[O-].[Cs+].[Cs+].[I-].[Li+]. The catalyst is CN(C)C=O.O. The product is [CH2:1]([O:3][C:4]([CH:5]1[C@H:22]2[CH2:21][CH:20]([CH2:26][CH2:25][CH2:24][CH2:23]2)[N:6]1[S:7]([C:10]1[CH:19]=[CH:18][C:17]2[C:12](=[CH:13][CH:14]=[CH:15][CH:16]=2)[CH:11]=1)(=[O:9])=[O:8])=[O:32])[CH3:2]. The yield is 0.770. (5) The reactants are CCN(C(C)C)C(C)C.[N:10]1([CH2:16][CH2:17][CH2:18][O:19][C:20]2[CH:25]=[CH:24][C:23]([CH:26]3[CH2:31][CH2:30][N:29]([C:32]4[CH2:33][CH2:34][C:35]5[N:36]([C:38]([C:41]([F:44])([F:43])[F:42])=[N:39][N:40]=5)[N:37]=4)[CH2:28][CH2:27]3)=[CH:22][CH:21]=2)[CH2:15][CH2:14][NH:13][CH2:12][CH2:11]1.[C:45](O)(=[O:47])[CH3:46].CN(C(ON1N=NC2C=CC=NC1=2)=[N+](C)C)C.F[P-](F)(F)(F)(F)F. The catalyst is CN(C=O)C. The product is [C:45]([N:13]1[CH2:12][CH2:11][N:10]([CH2:16][CH2:17][CH2:18][O:19][C:20]2[CH:21]=[CH:22][C:23]([CH:26]3[CH2:27][CH2:28][N:29]([C:32]4[CH2:33][CH2:34][C:35]5[N:36]([C:38]([C:41]([F:44])([F:43])[F:42])=[N:39][N:40]=5)[N:37]=4)[CH2:30][CH2:31]3)=[CH:24][CH:25]=2)[CH2:15][CH2:14]1)(=[O:47])[CH3:46]. The yield is 0.461. (6) The reactants are [I:1][C:2]1[N:3]=[C:4]([C@@H:8]2[CH2:12][CH2:11][CH2:10][N:9]2[C:13]([O:15][C:16]([CH3:19])([CH3:18])[CH3:17])=[O:14])[NH:5][C:6]=1I.[O-]S([O-])=O.[Na+].[Na+]. The catalyst is CCO.O. The product is [I:1][C:2]1[N:3]=[C:4]([C@@H:8]2[CH2:12][CH2:11][CH2:10][N:9]2[C:13]([O:15][C:16]([CH3:19])([CH3:18])[CH3:17])=[O:14])[NH:5][CH:6]=1. The yield is 0.800. (7) The reactants are C(OC([NH:8][CH2:9][C:10]([O:12][C:13]1([CH2:16][CH2:17][O:18][C:19]2[CH:28]=[C:27]3[C:22]([C:23]([O:29][C:30]4[CH:35]=[CH:34][C:33]([NH:36][C:37]([C:39]5[C:40](=[O:52])[N:41]([C:46]6[CH:51]=[CH:50][CH:49]=[CH:48][CH:47]=6)[N:42]([CH3:45])[C:43]=5[CH3:44])=[O:38])=[CH:32][C:31]=4[F:53])=[CH:24][CH:25]=[N:26]3)=[CH:21][CH:20]=2)[CH2:15][CH2:14]1)=[O:11])=O)(C)(C)C.[ClH:54]. The catalyst is C(OCC)(=O)C. The product is [ClH:54].[NH2:8][CH2:9][C:10]([O:12][C:13]1([CH2:16][CH2:17][O:18][C:19]2[CH:28]=[C:27]3[C:22]([C:23]([O:29][C:30]4[CH:35]=[CH:34][C:33]([NH:36][C:37]([C:39]5[C:40](=[O:52])[N:41]([C:46]6[CH:47]=[CH:48][CH:49]=[CH:50][CH:51]=6)[N:42]([CH3:45])[C:43]=5[CH3:44])=[O:38])=[CH:32][C:31]=4[F:53])=[CH:24][CH:25]=[N:26]3)=[CH:21][CH:20]=2)[CH2:15][CH2:14]1)=[O:11]. The yield is 0.303.